From a dataset of Full USPTO retrosynthesis dataset with 1.9M reactions from patents (1976-2016). Predict the reactants needed to synthesize the given product. (1) Given the product [C:16]([O:15][C:13]([N:10]1[CH2:9][CH2:8][C:7]2[CH:20]=[CH:21][C:4]([C:1]3[CH:2]=[N:28][CH:25]=[CH:26][N:27]=3)=[CH:5][C:6]=2[CH2:12][CH2:11]1)=[O:14])([CH3:19])([CH3:18])[CH3:17], predict the reactants needed to synthesize it. The reactants are: [C:1]([C:4]1[CH:21]=[CH:20][C:7]2[CH2:8][CH2:9][N:10]([C:13]([O:15][C:16]([CH3:19])([CH3:18])[CH3:17])=[O:14])[CH2:11][CH2:12][C:6]=2[CH:5]=1)(=O)[CH3:2].[Se](=O)=O.[CH2:25]([NH2:28])[CH2:26][NH2:27].[OH-].[K+]. (2) Given the product [F:1][C:2]1[CH:3]=[C:4]2[C:8](=[CH:9][CH:10]=1)[NH:7][C:6]([C:11]([NH:28][C@@H:20]1[CH2:21][C:22]3[C:27](=[CH:26][CH:25]=[CH:24][CH:23]=3)[C@H:19]1[CH2:18][C:17]([O:16][CH3:15])=[O:29])=[O:13])=[CH:5]2, predict the reactants needed to synthesize it. The reactants are: [F:1][C:2]1[CH:3]=[C:4]2[C:8](=[CH:9][CH:10]=1)[NH:7][C:6]([C:11]([OH:13])=O)=[CH:5]2.Cl.[CH3:15][O:16][C:17](=[O:29])[CH2:18][C@@H:19]1[C:27]2[C:22](=[CH:23][CH:24]=[CH:25][CH:26]=2)[CH2:21][C@H:20]1[NH2:28].CCN(C(C)C)C(C)C.C1C=CC2N(O)N=NC=2C=1.CCN=C=NCCCN(C)C. (3) Given the product [NH:1]1[C:2]2[CH:3]=[C:4]([N:9]3[C@@H:13]([C:14]4[CH:19]=[CH:18][CH:17]=[CH:16][CH:15]=4)[CH2:12][O:11][C:10]3=[O:20])[CH:5]=[CH:6][C:7]=2[N:8]=[CH:21]1, predict the reactants needed to synthesize it. The reactants are: [NH2:1][C:2]1[CH:3]=[C:4]([N:9]2[C@@H:13]([C:14]3[CH:19]=[CH:18][CH:17]=[CH:16][CH:15]=3)[CH2:12][O:11][C:10]2=[O:20])[CH:5]=[CH:6][C:7]=1[NH2:8].[CH:21](O)=O.N. (4) Given the product [Br:1][C:2]1[N:7]=[CH:6][C:5]([C:8]([C:10]2[CH:15]=[CH:14][CH:13]=[CH:12][CH:11]=2)=[N:18][OH:17])=[CH:4][CH:3]=1, predict the reactants needed to synthesize it. The reactants are: [Br:1][C:2]1[N:7]=[CH:6][C:5]([C:8]([C:10]2[CH:15]=[CH:14][CH:13]=[CH:12][CH:11]=2)=O)=[CH:4][CH:3]=1.Cl.[OH:17][NH2:18].C(=O)([O-])[O-].[Na+].[Na+]. (5) The reactants are: C(O)COCCOCCO.[FH:11].[F-].[K+].[C:14]([O:18][CH2:19][CH:20]1[CH2:22][O:21]1)([CH3:17])([CH3:16])[CH3:15].O. Given the product [C:14]([O:18][CH2:19][CH:20]([OH:21])[CH2:22][F:11])([CH3:17])([CH3:16])[CH3:15], predict the reactants needed to synthesize it.